From a dataset of Full USPTO retrosynthesis dataset with 1.9M reactions from patents (1976-2016). Predict the reactants needed to synthesize the given product. (1) Given the product [C:1](=[O:20])([O:18][CH3:19])[O:2][C:3]1[CH:8]=[C:7]([N+:21]([O-:23])=[O:22])[C:6]([C:9]([CH3:11])([CH3:12])[CH3:10])=[CH:5][C:4]=1[C:13]([CH3:14])([CH3:15])[C:16]([NH2:17])=[O:26], predict the reactants needed to synthesize it. The reactants are: [C:1](=[O:20])([O:18][CH3:19])[O:2][C:3]1[CH:8]=[CH:7][C:6]([C:9]([CH3:12])([CH3:11])[CH3:10])=[CH:5][C:4]=1[C:13]([C:16]#[N:17])([CH3:15])[CH3:14].[N+:21]([O-])([O-:23])=[O:22].[K+].[OH:26]S(O)(=O)=O. (2) Given the product [C:24]1([C:16]2[C:15]([C:13]3[N:12]=[CH:11][N:10]([C:7]4[CH:8]=[CH:9][C:4]([C:3]([NH:34][CH2:33][C:32]([F:36])([F:35])[F:31])=[O:2])=[CH:5][CH:6]=4)[CH:14]=3)=[C:19]([C:20]([F:21])([F:23])[F:22])[O:18][N:17]=2)[CH:29]=[CH:28][CH:27]=[CH:26][CH:25]=1, predict the reactants needed to synthesize it. The reactants are: C[O:2][C:3](=O)[C:4]1[CH:9]=[CH:8][C:7]([N:10]2[CH:14]=[C:13]([C:15]3[C:16]([C:24]4[CH:29]=[CH:28][CH:27]=[CH:26][CH:25]=4)=[N:17][O:18][C:19]=3[C:20]([F:23])([F:22])[F:21])[N:12]=[CH:11]2)=[CH:6][CH:5]=1.[F:31][C:32]([F:36])([F:35])[CH2:33][NH2:34]. (3) Given the product [O:30]1[CH:34]=[CH:33][C:32]([C:29]2[C:19]3[C:4]4([C:3]5[C:7](=[CH:8][CH:9]=[CH:10][CH:2]=5)[N:6]([CH2:11][C:12]5[CH:17]=[CH:16][CH:15]=[CH:14][N:13]=5)[C:5]4=[O:18])[CH2:22][O:21][C:20]=3[CH:23]=[C:24]3[O:25][CH2:26][CH2:27][C:28]=23)=[CH:31]1, predict the reactants needed to synthesize it. The reactants are: Br[C:2]1[CH:10]=[CH:9][CH:8]=[C:7]2[C:3]=1[C:4]1([CH2:22][O:21][C:20]3[CH:23]=[C:24]4[C:28](=[CH:29][C:19]1=3)[CH2:27][CH2:26][O:25]4)[C:5](=[O:18])[N:6]2[CH2:11][C:12]1[CH:17]=[CH:16][CH:15]=[CH:14][N:13]=1.[O:30]1[CH:34]=[CH:33][C:32](B(O)O)=[CH:31]1.CN(C)C1N=CC(B(O)O)=CC=1. (4) Given the product [CH3:26][O:25][C:22]1[CH:23]=[CH:24][C:19]([CH2:18][CH2:17][N:13]2[CH2:12][CH2:11][CH:10]([CH2:9][NH2:8])[CH2:15][CH2:14]2)=[CH:20][CH:21]=1, predict the reactants needed to synthesize it. The reactants are: C1(C=[N:8][CH2:9][CH:10]2[CH2:15][CH2:14][NH:13][CH2:12][CH2:11]2)C=CC=CC=1.Br[CH2:17][CH2:18][C:19]1[CH:24]=[CH:23][C:22]([O:25][CH3:26])=[CH:21][CH:20]=1.C(=O)([O-])[O-].[K+].[K+]. (5) Given the product [CH2:19]([N:9]1[C:10]2[C:6](=[CH:5][C:4]([N+:1]([O-:3])=[O:2])=[CH:12][CH:11]=2)[CH:7]=[N:8]1)[C:20]1[CH:25]=[CH:24][CH:23]=[CH:22][CH:21]=1, predict the reactants needed to synthesize it. The reactants are: [N+:1]([C:4]1[CH:5]=[C:6]2[C:10](=[CH:11][CH:12]=1)[NH:9][N:8]=[CH:7]2)([O-:3])=[O:2].C(=O)([O-])[O-].[K+].[K+].[CH2:19](Br)[C:20]1[CH:25]=[CH:24][CH:23]=[CH:22][CH:21]=1.